Dataset: Full USPTO retrosynthesis dataset with 1.9M reactions from patents (1976-2016). Task: Predict the reactants needed to synthesize the given product. (1) Given the product [Cl:1][C:2]1[CH:3]=[C:4]([CH:21]=[CH:22][CH:23]=1)[CH2:5][NH:6][C:7]1[N:20]=[C:10]2[C:11]([O:18][CH3:19])=[CH:12][C:13]([C:15]([N:27]3[C:28]([CH3:31])([CH3:32])[CH2:29][O:30][C:25]([CH2:33][CH2:34][OH:35])([CH3:24])[CH2:26]3)=[O:17])=[CH:14][N:9]2[N:8]=1, predict the reactants needed to synthesize it. The reactants are: [Cl:1][C:2]1[CH:3]=[C:4]([CH:21]=[CH:22][CH:23]=1)[CH2:5][NH:6][C:7]1[N:20]=[C:10]2[C:11]([O:18][CH3:19])=[CH:12][C:13]([C:15]([OH:17])=O)=[CH:14][N:9]2[N:8]=1.[CH3:24][C:25]1([CH2:33][CH2:34][OH:35])[O:30][CH2:29][C:28]([CH3:32])([CH3:31])[NH:27][CH2:26]1.C(N(CC)C(C)C)(C)C.CN(C(ON1N=NC2C=CC=NC1=2)=[N+](C)C)C.F[P-](F)(F)(F)(F)F. (2) Given the product [CH3:16][O:15][C:4]1[N:5]=[CH:6][C:7]2[CH:8]=[CH:9][C:10](=[O:11])[NH:1][C:2]=2[N:3]=1, predict the reactants needed to synthesize it. The reactants are: [NH2:1][C:2]1[C:7](/[CH:8]=[CH:9]/[C:10](OCC)=[O:11])=[CH:6][N:5]=[C:4]([O:15][CH3:16])[N:3]=1.C[O-].[Na+].CO.